Dataset: Catalyst prediction with 721,799 reactions and 888 catalyst types from USPTO. Task: Predict which catalyst facilitates the given reaction. Reactant: [Cl:1][C:2]1[CH:3]=[C:4]([N:10]2[CH:22]([CH:23]3[CH2:27][CH2:26][CH2:25][CH2:24]3)[CH:21]3[C:12]([C:13]4[CH:14]=[CH:15][C:16]([C:28](O)=[O:29])=[N:17][C:18]=4[CH2:19][CH2:20]3)=[N:11]2)[CH:5]=[CH:6][C:7]=1[C:8]#[N:9].Cl.[CH3:32][N:33]1[CH2:37][CH2:36][C@H:35]([NH2:38])[CH2:34]1.CCN(C(C)C)C(C)C.CN(C(ON1N=NC2C=CC=NC1=2)=[N+](C)C)C.F[P-](F)(F)(F)(F)F. Product: [Cl:1][C:2]1[CH:3]=[C:4]([N:10]2[CH:22]([CH:23]3[CH2:24][CH2:25][CH2:26][CH2:27]3)[CH:21]3[C:12]([C:13]4[CH:14]=[CH:15][C:16]([C:28]([NH:38][C@H:35]5[CH2:36][CH2:37][N:33]([CH3:32])[CH2:34]5)=[O:29])=[N:17][C:18]=4[CH2:19][CH2:20]3)=[N:11]2)[CH:5]=[CH:6][C:7]=1[C:8]#[N:9]. The catalyst class is: 139.